This data is from Reaction yield outcomes from USPTO patents with 853,638 reactions. The task is: Predict the reaction yield, written as a fraction of the theoretical maximum amount of product (1.0 means a 100% yield; for example, 0.34 means a 34% yield). (1) The reactants are [H-].[Na+].[C:3](=[O:8])([O:6][CH3:7])OC.[CH3:9][C:10]1[CH:14]=[CH:13][S:12][C:11]=1[CH2:15][C:16]([O:18][CH3:19])=[O:17].Cl. The catalyst is C1(C)C=CC=CC=1.CO. The product is [CH3:9][C:10]1[CH:14]=[CH:13][S:12][C:11]=1[CH:15]([C:3]([O:6][CH3:7])=[O:8])[C:16]([O:18][CH3:19])=[O:17]. The yield is 0.880. (2) The reactants are [F:1][C:2]1[CH:9]=[C:8]([N+:10]([O-])=O)[CH:7]=[CH:6][C:3]=1[C:4]#[N:5].O.O.[Sn](Cl)Cl.C([O-])([O-])=O.[K+].[K+]. The catalyst is CCOC(C)=O. The product is [NH2:10][C:8]1[CH:7]=[CH:6][C:3]([C:4]#[N:5])=[C:2]([F:1])[CH:9]=1. The yield is 1.00. (3) The reactants are [CH3:1][N:2]1[CH2:7][CH2:6][N:5]([C:8]2[CH:13]=[CH:12][C:11]([NH:14][C:15]3[N:20]=[CH:19][C:18]4=[CH:21][CH:22]=[C:23]([C:24]5[CH:25]=[C:26]([CH:30]=O)[CH:27]=[N:28][CH:29]=5)[N:17]4[N:16]=3)=[CH:10][CH:9]=2)[CH2:4][CH2:3]1.[CH3:32][S:33]([CH2:36][CH2:37][NH2:38])(=[O:35])=[O:34].Cl.C(O)(=O)C.C(O[BH-](OC(=O)C)OC(=O)C)(=O)C.[Na+]. The product is [CH3:32][S:33]([CH2:36][CH2:37][NH:38][CH2:30][C:26]1[CH:25]=[C:24]([C:23]2[N:17]3[C:18]([CH:19]=[N:20][C:15]([NH:14][C:11]4[CH:10]=[CH:9][C:8]([N:5]5[CH2:4][CH2:3][N:2]([CH3:1])[CH2:7][CH2:6]5)=[CH:13][CH:12]=4)=[N:16]3)=[CH:21][CH:22]=2)[CH:29]=[N:28][CH:27]=1)(=[O:35])=[O:34]. The yield is 0.0600. The catalyst is ClCCCl. (4) The reactants are [H-].[Na+].[CH3:3][O:4][C:5]([C:7]1([CH2:22][CH3:23])[CH:11]([OH:12])[C:10](=[O:13])[N:9]([C:14]2[C:19]([CH3:20])=[CH:18][CH:17]=[CH:16][C:15]=2[CH3:21])[CH2:8]1)=[O:6].[CH3:24]I.[NH4+].[Cl-]. The catalyst is C1COCC1. The product is [CH3:3][O:4][C:5]([C:7]1([CH2:22][CH3:23])[CH:11]([O:12][CH3:24])[C:10](=[O:13])[N:9]([C:14]2[C:19]([CH3:20])=[CH:18][CH:17]=[CH:16][C:15]=2[CH3:21])[CH2:8]1)=[O:6]. The yield is 0.460. (5) The reactants are Cl[CH2:2][C:3]1[N:12]=[C:11]([N:13]([C:15]2[CH:20]=[CH:19][C:18]([O:21][CH2:22][CH3:23])=[CH:17][CH:16]=2)[CH3:14])[C:10]2[C:5](=[CH:6][CH:7]=[CH:8][CH:9]=2)[N:4]=1.C1(=O)[NH:28]C(=O)C2=CC=CC=C12.[K].O.NN. The catalyst is CN(C=O)C.CCOC(C)=O. The product is [NH2:28][CH2:2][C:3]1[N:12]=[C:11]([N:13]([C:15]2[CH:20]=[CH:19][C:18]([O:21][CH2:22][CH3:23])=[CH:17][CH:16]=2)[CH3:14])[C:10]2[C:5](=[CH:6][CH:7]=[CH:8][CH:9]=2)[N:4]=1. The yield is 0.310.